This data is from Full USPTO retrosynthesis dataset with 1.9M reactions from patents (1976-2016). The task is: Predict the reactants needed to synthesize the given product. (1) Given the product [N:16]1([C:2]2[N:7]=[CH:6][C:5]([C:8]3([C:11]([O:13][CH2:14][CH3:15])=[O:12])[CH2:10][CH2:9]3)=[CH:4][CH:3]=2)[CH2:20][CH2:19][CH2:18][CH2:17]1, predict the reactants needed to synthesize it. The reactants are: Cl[C:2]1[N:7]=[CH:6][C:5]([C:8]2([C:11]([O:13][CH2:14][CH3:15])=[O:12])[CH2:10][CH2:9]2)=[CH:4][CH:3]=1.[NH:16]1[CH2:20][CH2:19][CH2:18][CH2:17]1. (2) Given the product [CH2:24]([O:26][CH2:27][CH2:28][O:29][C:30]1[CH:31]=[CH:32][C:33]([CH2:36][CH2:37][Ge:38]([CH3:40])([CH3:39])[C:18]2[S:17][C:16]([Si:20]([CH3:23])([CH3:22])[CH3:21])=[C:15]([CH2:9][CH2:10][CH2:11][CH2:12][CH2:13][CH3:14])[CH:19]=2)=[CH:34][CH:35]=1)[CH3:25], predict the reactants needed to synthesize it. The reactants are: [Li+].CC([N-]C(C)C)C.[CH2:9]([C:15]1[CH:19]=[CH:18][S:17][C:16]=1[Si:20]([CH3:23])([CH3:22])[CH3:21])[CH2:10][CH2:11][CH2:12][CH2:13][CH3:14].[CH2:24]([O:26][CH2:27][CH2:28][O:29][C:30]1[CH:35]=[CH:34][C:33]([CH2:36][CH2:37][Ge:38](Cl)([CH3:40])[CH3:39])=[CH:32][CH:31]=1)[CH3:25].